From a dataset of Reaction yield outcomes from USPTO patents with 853,638 reactions. Predict the reaction yield, written as a fraction of the theoretical maximum amount of product (1.0 means a 100% yield; for example, 0.34 means a 34% yield). (1) The reactants are Cl[C:2]1[N:7]=[C:6]([C:8]2[C:16]3[C:11](=[CH:12][CH:13]=[CH:14][CH:15]=3)[N:10]([S:17]([C:20]3[CH:25]=[CH:24][CH:23]=[CH:22][CH:21]=3)(=[O:19])=[O:18])[CH:9]=2)[C:5]([Cl:26])=[CH:4][N:3]=1.[C:27]12([NH2:38])[CH2:36][CH:31]3[CH2:32][CH:33]([CH2:35][C:29]([NH2:37])([CH2:30]3)[CH2:28]1)[CH2:34]2.CCN(C(C)C)C(C)C. The catalyst is CN1C(=O)CCC1.CCOC(C)=O. The product is [Cl:26][C:5]1[C:6]([C:8]2[C:16]3[C:11](=[CH:12][CH:13]=[CH:14][CH:15]=3)[N:10]([S:17]([C:20]3[CH:25]=[CH:24][CH:23]=[CH:22][CH:21]=3)(=[O:19])=[O:18])[CH:9]=2)=[N:7][C:2]([NH:37][C:29]23[CH2:35][CH:33]4[CH2:32][CH:31]([CH2:36][C:27]([NH2:38])([CH2:34]4)[CH2:28]2)[CH2:30]3)=[N:3][CH:4]=1. The yield is 0.280. (2) The reactants are Br[C:2]1[CH:3]=[C:4]([O:8][CH3:9])[CH:5]=[CH:6][CH:7]=1.[F:10][C:11]1[C:16]([CH:17]=[O:18])=[CH:15][CH:14]=[CH:13][C:12]=1B(O)O. No catalyst specified. The product is [F:10][C:11]1[C:16]([CH:17]=[O:18])=[CH:15][CH:14]=[CH:13][C:12]=1[C:2]1[CH:7]=[CH:6][CH:5]=[C:4]([O:8][CH3:9])[CH:3]=1. The yield is 0.150. (3) The reactants are [Cl:1][C:2]1[C:9]([CH3:10])=[C:8]([NH:11][C@@H:12]([C:16]2[O:17][C:18]([C:21]3[CH:26]=[CH:25][C:24]([OH:27])=[CH:23][CH:22]=3)=[N:19][N:20]=2)[C@@H:13]([OH:15])[CH3:14])[CH:7]=[CH:6][C:3]=1[C:4]#[N:5].[C:28](Cl)(=[O:35])[C:29]1[CH:34]=[CH:33][CH:32]=[CH:31][CH:30]=1. The catalyst is N1C=CC=CC=1.C(Cl)Cl. The product is [C:28]([O:27][C:24]1[CH:23]=[CH:22][C:21]([C:18]2[O:17][C:16]([C@H:12]([NH:11][C:8]3[CH:7]=[CH:6][C:3]([C:4]#[N:5])=[C:2]([Cl:1])[C:9]=3[CH3:10])[C@@H:13]([O:15][C:18](=[O:17])[C:21]3[CH:26]=[CH:25][CH:24]=[CH:23][CH:22]=3)[CH3:14])=[N:20][N:19]=2)=[CH:26][CH:25]=1)(=[O:35])[C:29]1[CH:34]=[CH:33][CH:32]=[CH:31][CH:30]=1. The yield is 0.820. (4) The reactants are COC1C=C(OC)C=CC=1C[N:6]([C:32]1[CH:37]=[CH:36][N:35]=[CH:34][N:33]=1)[S:7]([C:10]1[CH:15]=[C:14]([F:16])[C:13]([O:17][C@H:18]2[CH2:22][CH2:21][C:20]([CH3:24])([CH3:23])[C@@H:19]2[C:25]2[N:29]([CH3:30])[N:28]=[CH:27][CH:26]=2)=[CH:12][C:11]=1[F:31])(=[O:9])=[O:8].C([SiH](CC)CC)C.FC(F)(F)C(O)=O. The catalyst is ClCCl. The product is [CH3:23][C:20]1([CH3:24])[CH2:21][CH2:22][C@H:18]([O:17][C:13]2[C:14]([F:16])=[CH:15][C:10]([S:7]([NH:6][C:32]3[CH:37]=[CH:36][N:35]=[CH:34][N:33]=3)(=[O:9])=[O:8])=[C:11]([F:31])[CH:12]=2)[C@H:19]1[C:25]1[N:29]([CH3:30])[N:28]=[CH:27][CH:26]=1. The yield is 0.900. (5) The reactants are Cl[C:2]1[N:7]=[C:6]([S:8][CH3:9])[N:5]=[C:4]([N:10]([C:18]([O:20][C:21]([CH3:24])([CH3:23])[CH3:22])=[O:19])[C:11]([O:13][C:14]([CH3:17])([CH3:16])[CH3:15])=[O:12])[CH:3]=1.CC1(C)C(C)(C)OB([C:33]2[CH:38]=[CH:37][N:36]=[CH:35][C:34]=2[NH2:39])O1. The catalyst is COCCOC. The product is [NH2:39][C:34]1[CH:35]=[N:36][CH:37]=[CH:38][C:33]=1[C:2]1[N:7]=[C:6]([S:8][CH3:9])[N:5]=[C:4]([N:10]([C:18]([O:20][C:21]([CH3:24])([CH3:23])[CH3:22])=[O:19])[C:11]([O:13][C:14]([CH3:17])([CH3:16])[CH3:15])=[O:12])[CH:3]=1. The yield is 0.320. (6) The reactants are [CH:1](=O)[C:2]1[CH:7]=[CH:6][CH:5]=[CH:4][CH:3]=1.[OH-].[K+].[CH:11](=[O:15])[CH2:12][CH2:13][CH3:14].Cl. The catalyst is CCO. The product is [CH:1](=[C:12]([CH2:13][CH3:14])[CH:11]=[O:15])[C:2]1[CH:7]=[CH:6][CH:5]=[CH:4][CH:3]=1. The yield is 0.700. (7) The reactants are [Cl:1][C:2]1[C:6]([NH:7][C:8](=[O:10])[CH3:9])=[CH:5][NH:4][N:3]=1.I[C:12]1[CH:13]=[N:14][CH:15]=[CH:16][CH:17]=1.P([O-])([O-])([O-])=O.[K+].[K+].[K+].CNCCNC. The catalyst is [Cu](Cl)Cl.C(OCC)(=O)C.C(#N)C. The product is [Cl:1][C:2]1[C:6]([NH:7][C:8](=[O:10])[CH3:9])=[CH:5][N:4]([C:12]2[CH:13]=[N:14][CH:15]=[CH:16][CH:17]=2)[N:3]=1. The yield is 0.650.